Dataset: Catalyst prediction with 721,799 reactions and 888 catalyst types from USPTO. Task: Predict which catalyst facilitates the given reaction. (1) Reactant: [Br:1][C:2]1[CH:3]=[C:4]([CH:33]=[C:34]([CH2:36][CH2:37][CH2:38][O:39][CH3:40])[CH:35]=1)[CH2:5][N:6]([CH:30]1[CH2:32][CH2:31]1)[C:7]([C@H:9]1[C@H:14]([C:15]2[CH:20]=[CH:19][N:18]([CH3:21])[C:17](=[O:22])[CH:16]=2)[CH2:13][CH2:12][N:11](C(OC(C)(C)C)=O)[CH2:10]1)=[O:8].Cl. Product: [Br:1][C:2]1[CH:3]=[C:4]([CH2:5][N:6]([CH:30]2[CH2:32][CH2:31]2)[C:7]([C@H:9]2[C@H:14]([C:15]3[CH:20]=[CH:19][N:18]([CH3:21])[C:17](=[O:22])[CH:16]=3)[CH2:13][CH2:12][NH:11][CH2:10]2)=[O:8])[CH:33]=[C:34]([CH2:36][CH2:37][CH2:38][O:39][CH3:40])[CH:35]=1. The catalyst class is: 2. (2) Reactant: [CH2:1]([C:3]1[O:4][C:5]([C:13]([F:16])([F:15])[F:14])=[C:6]([C:8]([O:10]CC)=[O:9])[N:7]=1)[CH3:2].[OH-].[Na+].Cl. Product: [CH2:1]([C:3]1[O:4][C:5]([C:13]([F:16])([F:15])[F:14])=[C:6]([C:8]([OH:10])=[O:9])[N:7]=1)[CH3:2]. The catalyst class is: 8. (3) Reactant: [Cl:1][C:2]1[CH:7]=[CH:6][CH:5]=[CH:4][C:3]=1[C:8]1[CH:13]=[CH:12][N:11]=[CH:10][C:9]=1[NH:14][CH3:15].C(N(C(C)C)C(C)C)C.[F:25][C:26]([F:44])([F:43])[C:27]1[CH:28]=[C:29]([C:37]([CH3:42])([CH3:41])[C:38](Cl)=[O:39])[CH:30]=[C:31]([C:33]([F:36])([F:35])[F:34])[CH:32]=1.C(=O)(O)[O-].[Na+]. Product: [F:34][C:33]([F:35])([F:36])[C:31]1[CH:30]=[C:29]([C:37]([CH3:41])([CH3:42])[C:38]([N:14]([C:9]2[CH:10]=[N:11][CH:12]=[CH:13][C:8]=2[C:3]2[CH:4]=[CH:5][CH:6]=[CH:7][C:2]=2[Cl:1])[CH3:15])=[O:39])[CH:28]=[C:27]([C:26]([F:43])([F:25])[F:44])[CH:32]=1. The catalyst class is: 4. (4) Product: [CH3:13][C:10]1[CH:9]=[CH:8][C:7]2[O:6][CH:2]=[C:3]([CH2:4][C:5]([OH:14])=[O:15])[C:12]=2[CH:11]=1. The catalyst class is: 33. Reactant: Cl[CH2:2][C:3]1[C:12]2[C:7](=[CH:8][CH:9]=[C:10]([CH3:13])[CH:11]=2)[O:6][C:5](=[O:14])[CH:4]=1.[OH-:15].[Na+].